This data is from Full USPTO retrosynthesis dataset with 1.9M reactions from patents (1976-2016). The task is: Predict the reactants needed to synthesize the given product. Given the product [Br:1][C:2]1[CH:3]=[C:4](/[CH:7]=[CH:8]/[C:9]([N:19]=[N+:20]=[N-:21])=[O:11])[S:5][CH:6]=1, predict the reactants needed to synthesize it. The reactants are: [Br:1][C:2]1[CH:3]=[C:4](/[CH:7]=[CH:8]/[C:9]([OH:11])=O)[S:5][CH:6]=1.C(N(CC)CC)C.[N-:19]=[N+:20]=[N-:21].[Na+].